This data is from Full USPTO retrosynthesis dataset with 1.9M reactions from patents (1976-2016). The task is: Predict the reactants needed to synthesize the given product. (1) Given the product [CH3:1][O:2][C:3]1[CH:42]=[C:41]([O:43][CH3:44])[CH:40]=[CH:39][C:4]=1[CH2:5][NH:6][C:7]1[N:15]=[CH:14][N:13]=[C:12]2[C:8]=1[N:9]=[CH:10][N:11]2[C@H:16]1[C@@H:20]2[O:21][C:22]([CH3:25])([CH3:24])[O:23][C@@H:19]2[C@@H:18]([CH2:26][N:27]([CH:48]([CH3:50])[CH3:49])[CH:28]2[CH2:29][CH:30]([CH2:32][CH2:33][C:34]([O:36][CH2:37][CH3:38])=[O:35])[CH2:31]2)[CH2:17]1, predict the reactants needed to synthesize it. The reactants are: [CH3:1][O:2][C:3]1[CH:42]=[C:41]([O:43][CH3:44])[CH:40]=[CH:39][C:4]=1[CH2:5][NH:6][C:7]1[N:15]=[CH:14][N:13]=[C:12]2[C:8]=1[N:9]=[CH:10][N:11]2[C@H:16]1[C@@H:20]2[O:21][C:22]([CH3:25])([CH3:24])[O:23][C@@H:19]2[C@@H:18]([CH2:26][NH:27][CH:28]2[CH2:31][CH:30]([CH2:32][CH2:33][C:34]([O:36][CH2:37][CH3:38])=[O:35])[CH2:29]2)[CH2:17]1.C(#N)C.[CH:48](I)([CH3:50])[CH3:49]. (2) Given the product [CH3:28][S:25]([C:22]1[CH:21]=[CH:20][C:19]([C:14]2[CH:15]=[CH:16][C:17](=[O:18])[N:12]([CH2:11][C:10]3[CH:29]=[CH:30][CH:31]=[C:8]([C:5]4[N:4]=[CH:3][C:2]([N:1]5[CH2:38][CH2:37][NH:36][CH2:35][CH2:34]5)=[CH:7][N:6]=4)[CH:9]=3)[N:13]=2)=[CH:24][CH:23]=1)(=[O:27])=[O:26], predict the reactants needed to synthesize it. The reactants are: [NH2:1][C:2]1[CH:3]=[N:4][C:5]([C:8]2[CH:9]=[C:10]([CH:29]=[CH:30][CH:31]=2)[CH2:11][N:12]2[C:17](=[O:18])[CH:16]=[CH:15][C:14]([C:19]3[CH:24]=[CH:23][C:22]([S:25]([CH3:28])(=[O:27])=[O:26])=[CH:21][CH:20]=3)=[N:13]2)=[N:6][CH:7]=1.Cl.Cl[CH2:34][CH2:35][N:36](CCCl)[CH2:37][CH3:38].C(=O)([O-])[O-].[K+].[K+]. (3) The reactants are: [Cl:1][C:2]1[CH:39]=[CH:38][CH:37]=[CH:36][C:3]=1[CH2:4][N:5]1[C:13]2[C:12](=[O:14])[N:11]([CH3:15])[C:10](S(C)(=O)=O)=[N:9][C:8]=2[C:7]([C:20]#[N:21])=[C:6]1[N:22]1[CH2:27][CH2:26][CH2:25][C@@H:24]([NH:28][C:29](=[O:35])[O:30][C:31]([CH3:34])([CH3:33])[CH3:32])[CH2:23]1.[CH2:40]([O:42][C:43]1[CH:44]=[C:45]([OH:49])[CH:46]=[CH:47][CH:48]=1)[CH3:41].C(=O)([O-])[O-].[K+].[K+].[Cl-].[NH4+]. Given the product [Cl:1][C:2]1[CH:39]=[CH:38][CH:37]=[CH:36][C:3]=1[CH2:4][N:5]1[C:13]2[C:12](=[O:14])[N:11]([CH3:15])[C:10]([O:49][C:45]3[CH:46]=[CH:47][CH:48]=[C:43]([O:42][CH2:40][CH3:41])[CH:44]=3)=[N:9][C:8]=2[C:7]([C:20]#[N:21])=[C:6]1[N:22]1[CH2:27][CH2:26][CH2:25][C@@H:24]([NH:28][C:29](=[O:35])[O:30][C:31]([CH3:34])([CH3:33])[CH3:32])[CH2:23]1, predict the reactants needed to synthesize it. (4) Given the product [NH2:37][C@H:29]([CH2:30][C:31]1[CH:36]=[CH:35][CH:34]=[CH:33][CH:32]=1)[C:28]([N:25]1[CH2:26][CH2:27][CH:22]([N:13]2[N:12]=[C:11]([C:5]3[CH:6]=[CH:7][C:8]([O:9][CH3:10])=[C:3]([O:2][CH3:1])[CH:4]=3)[CH2:20][C:15]3([CH2:19][CH2:18][CH2:17][CH2:16]3)[C:14]2=[O:21])[CH2:23][CH2:24]1)=[O:45], predict the reactants needed to synthesize it. The reactants are: [CH3:1][O:2][C:3]1[CH:4]=[C:5]([C:11]2[CH2:20][C:15]3([CH2:19][CH2:18][CH2:17][CH2:16]3)[C:14](=[O:21])[N:13]([CH:22]3[CH2:27][CH2:26][N:25]([C:28](=[O:45])[C@H:29]([NH:37]C(=O)OC(C)(C)C)[CH2:30][C:31]4[CH:36]=[CH:35][CH:34]=[CH:33][CH:32]=4)[CH2:24][CH2:23]3)[N:12]=2)[CH:6]=[CH:7][C:8]=1[O:9][CH3:10].C(Cl)Cl.